This data is from Full USPTO retrosynthesis dataset with 1.9M reactions from patents (1976-2016). The task is: Predict the reactants needed to synthesize the given product. Given the product [C:18]1([CH:13]([CH:9]2[CH2:10][CH2:11][CH2:12][NH:8]2)[C:14]([O:16][CH3:17])=[O:15])[CH:19]=[CH:20][CH:21]=[CH:22][CH:23]=1, predict the reactants needed to synthesize it. The reactants are: C([N:8]1[CH2:12][CH2:11][CH2:10][C:9]1=[C:13]([C:18]1[CH:23]=[CH:22][CH:21]=[CH:20][CH:19]=1)[C:14]([O:16][CH3:17])=[O:15])C1C=CC=CC=1.[H][H].